From a dataset of Forward reaction prediction with 1.9M reactions from USPTO patents (1976-2016). Predict the product of the given reaction. (1) Given the reactants [F-].C([N+](CCCC)(CCCC)CCCC)CCC.[Si]([O:26][C:27]1[CH:32]=[CH:31][C:30]([N:33]([C:80]2[CH:81]=[C:82]3[CH:88]=[CH:87][N:86]([CH3:89])[C:83]3=[N:84][CH:85]=2)[C:34]([C:36]2[CH:37]=[C:38]([C:45]3[CH:50]=[CH:49][C:48]([O:51][CH2:52][C:53](=[O:60])[N:54]4[CH2:59][CH2:58][CH2:57][CH2:56][CH2:55]4)=[CH:47][C:46]=3[C:61]([N:63]3[C@H:72]([CH2:73][N:74]4[CH2:79][CH2:78][O:77][CH2:76][CH2:75]4)[CH2:71][C:70]4[C:65](=[CH:66][CH:67]=[CH:68][CH:69]=4)[CH2:64]3)=[O:62])[N:39]3[C:44]=2[CH2:43][CH2:42][CH2:41][CH2:40]3)=[O:35])=[CH:29][CH:28]=1)(C(C)(C)C)(C)C.C(OCC)(=O)C.C([O-])(O)=O.[Na+], predict the reaction product. The product is: [OH:26][C:27]1[CH:28]=[CH:29][C:30]([N:33]([C:80]2[CH:81]=[C:82]3[CH:88]=[CH:87][N:86]([CH3:89])[C:83]3=[N:84][CH:85]=2)[C:34]([C:36]2[CH:37]=[C:38]([C:45]3[CH:50]=[CH:49][C:48]([O:51][CH2:52][C:53](=[O:60])[N:54]4[CH2:59][CH2:58][CH2:57][CH2:56][CH2:55]4)=[CH:47][C:46]=3[C:61]([N:63]3[C@H:72]([CH2:73][N:74]4[CH2:75][CH2:76][O:77][CH2:78][CH2:79]4)[CH2:71][C:70]4[C:65](=[CH:66][CH:67]=[CH:68][CH:69]=4)[CH2:64]3)=[O:62])[N:39]3[C:44]=2[CH2:43][CH2:42][CH2:41][CH2:40]3)=[O:35])=[CH:31][CH:32]=1. (2) Given the reactants [Br:1][C:2]1[C:7]2[N:8]=[C:9]([S:11][CH3:12])[S:10][C:6]=2[CH:5]=[C:4]([CH2:13][NH:14][C:15]2[C:20]([N+:21]([O-])=O)=[CH:19][CH:18]=[CH:17][N:16]=2)[CH:3]=1.BrC1C(OC)=CC(NCC2C=CC3N=C(SC)SC=3C=2)=C([N+]([O-])=O)C=1, predict the reaction product. The product is: [Br:1][C:2]1[C:7]2[N:8]=[C:9]([S:11][CH3:12])[S:10][C:6]=2[CH:5]=[C:4]([CH2:13][NH:14][C:15]2[C:20]([NH2:21])=[CH:19][CH:18]=[CH:17][N:16]=2)[CH:3]=1. (3) Given the reactants C(OC([N:8]1[CH2:13][CH2:12][CH2:11][C@H:10]([C:14]#[N:15])[CH2:9]1)=O)(C)(C)C.[ClH:16], predict the reaction product. The product is: [ClH:16].[NH:8]1[CH2:13][CH2:12][CH2:11][C@H:10]([C:14]#[N:15])[CH2:9]1. (4) Given the reactants [Cl:1][S:2]([OH:5])(=O)=[O:3].S(Cl)(Cl)=O.[CH2:10]([O:13][C:14]1[CH:19]=[CH:18][CH:17]=[CH:16][C:15]=1[C:20](=[O:22])[CH3:21])[CH2:11][CH3:12], predict the reaction product. The product is: [C:20]([C:15]1[CH:16]=[C:17]([S:2]([Cl:1])(=[O:5])=[O:3])[CH:18]=[CH:19][C:14]=1[O:13][CH2:10][CH2:11][CH3:12])(=[O:22])[CH3:21]. (5) Given the reactants [CH3:1][O:2][C:3]1[C:19]([C:20]([F:23])([F:22])[F:21])=[CH:18][C:6]2[N:7]([CH2:12][C:13]([O:15]CC)=[O:14])[C:8](=[O:11])[CH2:9][O:10][C:5]=2[CH:4]=1.[Li+].[OH-].CC#N.O.FC(F)(F)C(O)=O, predict the reaction product. The product is: [CH3:1][O:2][C:3]1[C:19]([C:20]([F:23])([F:21])[F:22])=[CH:18][C:6]2[N:7]([CH2:12][C:13]([OH:15])=[O:14])[C:8](=[O:11])[CH2:9][O:10][C:5]=2[CH:4]=1.